Dataset: Full USPTO retrosynthesis dataset with 1.9M reactions from patents (1976-2016). Task: Predict the reactants needed to synthesize the given product. (1) Given the product [C:28]([O:32][C:33](=[O:42])[NH:34][C@H:35]1[CH2:36][CH2:37][C@H:38]([NH:41][C:25]([C:22]2[C:18]3[N:19]=[CH:20][N:21]=[C:16]([C:8]4[C:9]5[O:13][CH2:12][O:11][C:10]=5[CH:14]=[CH:15][C:7]=4[O:6][CH2:5][CH:1]4[CH2:4][CH2:3][CH2:2]4)[C:17]=3[NH:24][CH:23]=2)=[O:27])[CH2:39][CH2:40]1)([CH3:31])([CH3:29])[CH3:30], predict the reactants needed to synthesize it. The reactants are: [CH:1]1([CH2:5][O:6][C:7]2[CH:15]=[CH:14][C:10]3[O:11][CH2:12][O:13][C:9]=3[C:8]=2[C:16]2[C:17]3[NH:24][CH:23]=[C:22]([C:25]([OH:27])=O)[C:18]=3[N:19]=[CH:20][N:21]=2)[CH2:4][CH2:3][CH2:2]1.[C:28]([O:32][C:33](=[O:42])[NH:34][C@H:35]1[CH2:40][CH2:39][C@H:38]([NH2:41])[CH2:37][CH2:36]1)([CH3:31])([CH3:30])[CH3:29]. (2) Given the product [CH2:1]([C:3]1[C:8]([O:9][CH2:10][C:11]([O:13][C:14]([CH3:15])([CH3:16])[CH3:17])=[O:12])=[CH:7][N:6]=[C:5]([NH:27][S:24]([CH3:23])(=[O:26])=[O:25])[N:4]=1)[CH3:2], predict the reactants needed to synthesize it. The reactants are: [CH2:1]([C:3]1[C:8]([O:9][CH2:10][C:11]([O:13][C:14]([CH3:17])([CH3:16])[CH3:15])=[O:12])=[CH:7][N:6]=[C:5](S(C)(=O)=O)[N:4]=1)[CH3:2].[K+].[CH3:23][S:24]([NH-:27])(=[O:26])=[O:25]. (3) Given the product [NH2:21][C:16]1[CH:17]=[CH:18][CH:19]=[CH:20][C:15]=1[O:14][CH2:13][CH2:12][O:11][C:4]1[CH:3]=[C:2]([CH3:1])[CH:7]=[CH:6][C:5]=1[NH2:8], predict the reactants needed to synthesize it. The reactants are: [CH3:1][C:2]1[CH:7]=[CH:6][C:5]([N+:8]([O-])=O)=[C:4]([O:11][CH2:12][CH2:13][O:14][C:15]2[CH:20]=[CH:19][CH:18]=[CH:17][C:16]=2[N+:21]([O-])=O)[CH:3]=1. (4) Given the product [ClH:1].[Cl:1][C:2]1[C:7]([N:8]2[C:12]([S:13]([C:16]3[CH:21]=[CH:20][CH:19]=[CH:18][CH:17]=3)(=[O:15])=[O:14])=[CH:11][C:10]([CH2:22][NH:26][CH3:25])=[N:9]2)=[CH:6][CH:5]=[CH:4][N:3]=1, predict the reactants needed to synthesize it. The reactants are: [Cl:1][C:2]1[C:7]([N:8]2[C:12]([S:13]([C:16]3[CH:21]=[CH:20][CH:19]=[CH:18][CH:17]=3)(=[O:15])=[O:14])=[CH:11][C:10]([CH:22]=O)=[N:9]2)=[CH:6][CH:5]=[CH:4][N:3]=1.[Cl-].[CH3:25][NH3+:26].S([O-])([O-])(=O)=O.[Mg+2].[BH4-].[Na+]. (5) Given the product [Cl-:2].[CH3:12][O:11][C:8]1[C:7]([CH3:13])=[CH:6][N:5]=[C:4]([CH2:3][P+:23]([C:24]2[CH:25]=[CH:26][CH:27]=[CH:28][CH:29]=2)([C:30]2[CH:35]=[CH:34][CH:33]=[CH:32][CH:31]=2)[C:17]2[CH:18]=[CH:19][CH:20]=[CH:21][CH:22]=2)[C:9]=1[CH3:10], predict the reactants needed to synthesize it. The reactants are: Cl.[Cl:2][CH2:3][C:4]1[C:9]([CH3:10])=[C:8]([O:11][CH3:12])[C:7]([CH3:13])=[CH:6][N:5]=1.C(O)C.[C:17]1([P:23]([C:30]2[CH:35]=[CH:34][CH:33]=[CH:32][CH:31]=2)[C:24]2[CH:29]=[CH:28][CH:27]=[CH:26][CH:25]=2)[CH:22]=[CH:21][CH:20]=[CH:19][CH:18]=1. (6) Given the product [CH3:7][NH:6][C:5]1[CH:8]=[CH:9][C:2]([C:21]2[CH:20]=[CH:19][C:17]([NH2:18])=[C:16]([N+:13]([O-:15])=[O:14])[CH:22]=2)=[CH:3][C:4]=1[N+:10]([O-:12])=[O:11], predict the reactants needed to synthesize it. The reactants are: Br[C:2]1[CH:9]=[CH:8][C:5]([NH:6][CH3:7])=[C:4]([N+:10]([O-:12])=[O:11])[CH:3]=1.[N+:13]([C:16]1[CH:22]=[C:21](B2OC(C)(C)C(C)(C)O2)[CH:20]=[CH:19][C:17]=1[NH2:18])([O-:15])=[O:14].C1(C2C=CC=CC=2)C=CC=CC=1P(C1CCCCC1)C1CCCCC1.[O-]P([O-])([O-])=O.[K+].[K+].[K+]. (7) Given the product [Br:20][C:21]1[CH:26]=[CH:25][C:24]([O:9][CH3:5])=[C:23]([N+:29]([O-:31])=[O:30])[N:22]=1, predict the reactants needed to synthesize it. The reactants are: NC1C(Br)=C[C:5]([O:9]C)=C(Br)N=1.BrC1C(O)=CC=CN=1.[Br:20][C:21]1[C:26](OC)=[CH:25][CH:24]=[C:23]([N+:29]([O-:31])=[O:30])[N:22]=1.